Dataset: Forward reaction prediction with 1.9M reactions from USPTO patents (1976-2016). Task: Predict the product of the given reaction. (1) Given the reactants [CH2:1]([O:3][C:4](=[O:39])[CH2:5][C:6]1[CH:7]=[C:8]([C:14]2[CH:19]=[CH:18][C:17]([C:20]([F:23])([F:22])[F:21])=[CH:16][C:15]=2[CH2:24][N:25]([CH2:37][CH3:38])[C:26](=[N:34][C:35]#[N:36])OC2C=CC=CC=2)[C:9]([O:12][CH3:13])=[CH:10][CH:11]=1)[CH3:2].[CH2:40]([NH2:43])[CH2:41][CH3:42], predict the reaction product. The product is: [CH2:1]([O:3][C:4](=[O:39])[CH2:5][C:6]1[CH:7]=[C:8]([C:14]2[CH:19]=[CH:18][C:17]([C:20]([F:22])([F:21])[F:23])=[CH:16][C:15]=2[CH2:24][N:25]([CH2:37][CH3:38])[C:26]([NH:43][CH2:40][CH2:41][CH3:42])=[N:34][C:35]#[N:36])[C:9]([O:12][CH3:13])=[CH:10][CH:11]=1)[CH3:2]. (2) Given the reactants [F:1][C:2]1[C:7]([F:8])=[CH:6][CH:5]=[CH:4][C:3]=1/[CH:9]=[CH:10]/[C:11]([OH:13])=[O:12], predict the reaction product. The product is: [F:1][C:2]1[C:7]([F:8])=[CH:6][CH:5]=[CH:4][C:3]=1[CH2:9][CH2:10][C:11]([OH:13])=[O:12]. (3) Given the reactants [C:1]1([S:7][C:8](=[S:14])[NH:9][CH2:10][C:11]([Cl:13])=[CH2:12])[CH:6]=[CH:5][CH:4]=[CH:3][CH:2]=1.[Br:15]Br, predict the reaction product. The product is: [BrH:15].[Br:15][CH2:12][C:11]1([Cl:13])[S:14][C:8]([S:7][C:1]2[CH:2]=[CH:3][CH:4]=[CH:5][CH:6]=2)=[N:9][CH2:10]1.[BrH:15]. (4) Given the reactants [C:1]1([CH2:7][N:8]2[CH2:13][CH2:12][N:11]([CH2:14][C:15]3[CH:20]=[CH:19][CH:18]=[CH:17][CH:16]=3)[CH2:10][CH:9]2[C:21](OCC2C=CC=CC=2)=[O:22])[CH:6]=[CH:5][CH:4]=[CH:3][CH:2]=1.[H-].[H-].[H-].[H-].[Li+].[Al+3], predict the reaction product. The product is: [C:1]1([CH2:7][N:8]2[CH2:13][CH2:12][N:11]([CH2:14][C:15]3[CH:20]=[CH:19][CH:18]=[CH:17][CH:16]=3)[CH2:10][CH:9]2[CH2:21][OH:22])[CH:2]=[CH:3][CH:4]=[CH:5][CH:6]=1. (5) Given the reactants [Cl:1][C:2]1[CH:7]=[C:6](F)[CH:5]=[CH:4][C:3]=1[C:9]([F:12])([F:11])[F:10].C[Si](C)(C)CC[OH:17].[H-].[Na+], predict the reaction product. The product is: [Cl:1][C:2]1[CH:7]=[C:6]([OH:17])[CH:5]=[CH:4][C:3]=1[C:9]([F:12])([F:11])[F:10]. (6) Given the reactants N1[CH:5]=[CH:4][CH:3]=N1.C(O[C:9]([C:11]1[C:15](C)=[C:14](N)[N:13]([C:18]2N=CC=CN=2)[N:12]=1)=O)C.[CH2:24](OC(=O)C(=O)C(C#N)C)[CH3:25].[NH:35]1[CH:40]=[CH:39][CH:38]=[N:37][C:36]1=O.NC1N(C(OC(C)(C)C)=O)N=C(C(OC)=O)C=1.O=[C:60]1NC2C=CC=CC=2C(C2C=CC=CC=2)=N[CH:61]1[NH:77][C:78]([C:80]1[C:84]([CH3:85])=[C:83]([NH:86][C:87](=[O:95])[C:88]2[CH:93]=[CH:92][CH:91]=[CH:90][C:89]=2[Cl:94])[N:82](C2C=CC=CN=2)[N:81]=1)=[O:79], predict the reaction product. The product is: [N:12]1([C:11]2[CH:9]=[CH:18][N:13]=[CH:14][CH:15]=2)[CH2:25][CH2:24][CH:5]([CH2:60][CH2:61][NH:77][C:78]([C:80]2[C:84]([CH3:85])=[C:83]([NH:86][C:87](=[O:95])[C:88]3[CH:93]=[CH:92][CH:91]=[CH:90][C:89]=3[Cl:94])[N:82]([C:36]3[N:37]=[CH:38][CH:39]=[CH:40][N:35]=3)[N:81]=2)=[O:79])[CH2:4][CH2:3]1. (7) Given the reactants [NH2:1][C:2]1[CH:12]=[CH:11][C:5]([C:6]([O:8][CH2:9][CH3:10])=[O:7])=[CH:4][C:3]=1[NH:13][CH2:14][C:15]1[CH:20]=[CH:19][CH:18]=[CH:17][CH:16]=1.[CH:21](OCC)(OCC)OCC, predict the reaction product. The product is: [CH2:14]([N:13]1[C:3]2[CH:4]=[C:5]([C:6]([O:8][CH2:9][CH3:10])=[O:7])[CH:11]=[CH:12][C:2]=2[N:1]=[CH:21]1)[C:15]1[CH:20]=[CH:19][CH:18]=[CH:17][CH:16]=1.